This data is from Forward reaction prediction with 1.9M reactions from USPTO patents (1976-2016). The task is: Predict the product of the given reaction. (1) Given the reactants [CH3:1][C:2]1[CH:9]=[CH:8][C:5]([C:6]#[N:7])=[CH:4][C:3]=1[O:10][C:11]([F:14])([F:13])[F:12].C1C(=O)N([Br:22])C(=O)C1, predict the reaction product. The product is: [Br:22][CH2:1][C:2]1[CH:9]=[CH:8][C:5]([C:6]#[N:7])=[CH:4][C:3]=1[O:10][C:11]([F:12])([F:13])[F:14]. (2) Given the reactants Cl.[Br:2][C:3]1[CH:31]=[CH:30][C:6]([CH2:7][CH2:8][N:9]([CH2:16][C:17]2[CH:22]=[CH:21][C:20]([S:23]([NH:26][C:27](=[O:29])[CH3:28])(=[O:25])=[O:24])=[CH:19][CH:18]=2)[CH:10]2[CH2:15][CH2:14][NH:13][CH2:12][CH2:11]2)=[CH:5][CH:4]=1.C([O-])([O-])=O.[K+].[K+].[C:38]([N:40]=[C:41]([N:43]1CCNCC1)[S-])#[N:39].O.[NH2:50]N, predict the reaction product. The product is: [NH2:50][C:41]1[N:40]=[C:38]([N:13]2[CH2:14][CH2:15][CH:10]([N:9]([CH2:16][C:17]3[CH:22]=[CH:21][C:20]([S:23]([NH:26][C:27](=[O:29])[CH3:28])(=[O:25])=[O:24])=[CH:19][CH:18]=3)[CH2:8][CH2:7][C:6]3[CH:30]=[CH:31][C:3]([Br:2])=[CH:4][CH:5]=3)[CH2:11][CH2:12]2)[NH:39][N:43]=1. (3) Given the reactants [C:1]1(=[O:7])O[C:4](=[O:5])[CH:3]=[CH:2]1.[C:8]1([CH2:16][NH2:17])[CH:13]=[CH:12][CH:11]=[C:10]([CH2:14][NH2:15])[CH:9]=1.[C:18]([O-:21])(=O)[CH3:19].[Na+].[C:23](OC(=O)C)(=[O:25])[CH3:24], predict the reaction product. The product is: [C:8]1([CH2:16][N:17]2[C:1](=[O:7])[CH:2]=[CH:3][C:4]2=[O:5])[CH:13]=[CH:12][CH:11]=[C:10]([CH2:14][N:15]2[C:18](=[O:21])[CH:19]=[CH:24][C:23]2=[O:25])[CH:9]=1. (4) Given the reactants [F:1][C:2]1[CH:3]=[C:4]([CH:6]=[CH:7][C:8]=1[O:9][C:10]1[C:19]2[C:14](=[CH:15][C:16]([O:22][CH2:23][CH2:24][CH2:25][N:26]3[CH2:30][CH2:29][CH2:28][CH2:27]3)=[C:17]([O:20][CH3:21])[CH:18]=2)[N:13]=C[CH:11]=1)[NH2:5].[C:31]([O-:34])(O)=O.[Na+].[C:36](Cl)(Cl)=[S:37].[CH2:40](Cl)Cl, predict the reaction product. The product is: [F:1][C:2]1[CH:3]=[C:4]([N:5]=[C:36]=[S:37])[CH:6]=[CH:7][C:8]=1[O:9][C:10]1[C:19]2[C:14](=[CH:15][C:16]([O:22][CH2:23][CH2:24][CH2:25][N:26]3[CH2:27][CH2:28][CH2:40][CH2:29][CH2:30]3)=[C:17]([O:20][CH3:21])[CH:18]=2)[NH:13][C:31](=[O:34])[CH:11]=1. (5) Given the reactants [Cl:1][C:2]1[CH:3]=[CH:4][C:5]([O:38][CH:39]([F:41])[F:40])=[C:6]([C:8]2[C:12]([NH:13][C:14]([C:16]3[CH:17]=[N:18][N:19]4[CH:24]=[CH:23][CH:22]=[N:21][C:20]=34)=[O:15])=[CH:11][N:10]([CH2:25][C:26]([N:28]3[CH2:37][CH2:36][C:31]4(OCC[O:32]4)[CH2:30][CH2:29]3)=[O:27])[N:9]=2)[CH:7]=1.Cl.C([O-])([O-])=O.[Na+].[Na+], predict the reaction product. The product is: [Cl:1][C:2]1[CH:3]=[CH:4][C:5]([O:38][CH:39]([F:40])[F:41])=[C:6]([C:8]2[C:12]([NH:13][C:14]([C:16]3[CH:17]=[N:18][N:19]4[CH:24]=[CH:23][CH:22]=[N:21][C:20]=34)=[O:15])=[CH:11][N:10]([CH2:25][C:26](=[O:27])[N:28]3[CH2:29][CH2:30][C:31](=[O:32])[CH2:36][CH2:37]3)[N:9]=2)[CH:7]=1. (6) Given the reactants Cl[C:2]1[N:7]=[C:6]([NH:8][CH:9]2[CH2:11][CH2:10]2)[N:5]=[C:4]([C:12]2[CH:21]=[CH:20][C:19]3[C:14](=[CH:15][CH:16]=[CH:17][CH:18]=3)[CH:13]=2)[C:3]=1[C:22]#[N:23].[SH:24][CH2:25][C:26]([NH2:28])=[O:27].C(=O)([O-])[O-].[Na+].[Na+].[O-]CC.[Na+], predict the reaction product. The product is: [NH2:23][C:22]1[C:3]2[C:4]([C:12]3[CH:21]=[CH:20][C:19]4[C:14](=[CH:15][CH:16]=[CH:17][CH:18]=4)[CH:13]=3)=[N:5][C:6]([NH:8][CH:9]3[CH2:11][CH2:10]3)=[N:7][C:2]=2[S:24][C:25]=1[C:26]([NH2:28])=[O:27].